Predict the reactants needed to synthesize the given product. From a dataset of Full USPTO retrosynthesis dataset with 1.9M reactions from patents (1976-2016). (1) Given the product [NH2:20][C:21]1[CH:28]=[CH:27][CH:26]=[C:25]([F:29])[C:22]=1[CH:23]([OH:24])[C:31]([F:33])([F:32])[F:30], predict the reactants needed to synthesize it. The reactants are: C1(C([NH:20][C:21]2[CH:28]=[CH:27][CH:26]=[C:25]([F:29])[C:22]=2[CH:23]=[O:24])(C2C=CC=CC=2)C2C=CC=CC=2)C=CC=CC=1.[F:30][C:31]([Si](C)(C)C)([F:33])[F:32].[F-].C([N+](CCCC)(CCCC)CCCC)CCC. (2) Given the product [Br:17][C:18]1[CH:19]=[CH:20][C:21]([O:24][CH3:25])=[C:22]([C:13]23[CH2:14][CH:7]4[CH2:8][CH:9]([CH2:10][CH:11]([CH2:6]4)[CH2:12]2)[CH2:15]3)[CH:23]=1, predict the reactants needed to synthesize it. The reactants are: OS(O)(=O)=O.[CH2:6]1[CH:11]2[CH2:12][C:13]3(O)[CH2:15][CH:9]([CH2:10]2)[CH2:8][CH:7]1[CH2:14]3.[Br:17][C:18]1[CH:23]=[CH:22][C:21]([O:24][CH3:25])=[CH:20][CH:19]=1. (3) Given the product [CH2:18]([OH:19])[C@H:16]1[O:17][C@H:12]([O:11][C@H:9]2[O:10][C@H:5]([CH2:4][OH:26])[C@@H:6]([OH:25])[C@H:7]([OH:24])[C@H:8]2[OH:23])[C@H:13]([OH:22])[C@@H:14]([OH:21])[C@@H:15]1[OH:20].[OH2:10].[OH2:10], predict the reactants needed to synthesize it. The reactants are: [Cl-].[Mg+2].[Cl-].[CH2:4]([OH:26])[C@H:5]1[O:10][C@H:9]([O:11][C@H:12]2[O:17][C@H:16]([CH2:18][OH:19])[C@@H:15]([OH:20])[C@H:14]([OH:21])[C@H:13]2[OH:22])[C@H:8]([OH:23])[C@@H:7]([OH:24])[C@@H:6]1[OH:25]. (4) Given the product [CH3:38][N:39]1[C:33](=[O:34])[C:19]2[C:18]3[C:17]4[C:12](=[CH:13][CH:14]=[CH:15][CH:16]=4)[N:11]([C@@H:6]4[O:7][C@H:8]([CH2:9][OH:10])[C@@H:3]([O:2][CH3:1])[C@H:4]([OH:37])[C@H:5]4[OH:36])[C:23]=3[C:22]3[NH:24][C:25]4[CH:26]=[CH:27][CH:28]=[CH:29][C:30]=4[C:21]=3[C:20]=2[C:31]1=[O:32], predict the reactants needed to synthesize it. The reactants are: [CH3:1][O:2][C@@H:3]1[C@@H:8]([CH2:9][OH:10])[O:7][C@@H:6]([N:11]2[C:23]3[C:22]4[NH:24][C:25]5[CH:26]=[CH:27][CH:28]=[CH:29][C:30]=5[C:21]=4[C:20]4[C:31](=O)[O:32][C:33](=[O:34])[C:19]=4[C:18]=3[C:17]3[C:12]2=[CH:13][CH:14]=[CH:15][CH:16]=3)[C@H:5]([OH:36])[C@H:4]1[OH:37].[CH3:38][NH2:39]. (5) Given the product [CH3:1][O:2][C:3]1[N:4]=[C:5]([NH2:21])[C:6]2[N:7]=[CH:8][N:9]([C:19]=2[N:20]=1)[C@@H:10]1[O:18][C@H:15]([CH2:16][OH:17])[C@@H:13]([OH:14])[C@H:11]1[OH:12], predict the reactants needed to synthesize it. The reactants are: [CH3:1][O:2][C:3]1[N:20]=[C:19]2[C:6](=[N:7][CH2:8][N:9]2[C@@H:10]2[O:18][C@H:15]([CH2:16][OH:17])[C@@H:13]([OH:14])[C@H:11]2[OH:12])[C:5](OC)([NH2:21])[N:4]=1. (6) Given the product [F:1][C:2]([F:7])([F:6])[CH:3]([O:5][CH2:19][C:15]1[N:10]=[CH:11][C:12]([C:16]([OH:18])=[O:17])=[CH:13][CH:14]=1)[CH3:4], predict the reactants needed to synthesize it. The reactants are: [F:1][C:2]([F:7])([F:6])[CH:3]([OH:5])[CH3:4].[H-].[Na+].[N:10]1[CH:15]=[CH:14][CH:13]=[C:12]([C:16]([O-:18])=[O:17])[CH:11]=1.[CH2:19]1COCC1. (7) Given the product [Br:1][C:2]1[N:7]=[CH:6][C:5]([NH:8][C:19](=[O:24])[C:20]([CH3:23])([CH3:22])[CH3:21])=[C:4]([CH3:9])[CH:3]=1, predict the reactants needed to synthesize it. The reactants are: [Br:1][C:2]1[N:7]=[CH:6][C:5]([NH2:8])=[C:4]([CH3:9])[CH:3]=1.CCN(C(C)C)C(C)C.[C:19](Cl)(=[O:24])[C:20]([CH3:23])([CH3:22])[CH3:21].